From a dataset of Catalyst prediction with 721,799 reactions and 888 catalyst types from USPTO. Predict which catalyst facilitates the given reaction. (1) Reactant: [Cl:1][C:2]1[N:10]=[CH:9][C:8]([F:11])=[CH:7][C:3]=1[C:4]([NH2:6])=O.ClC1N=C(Cl)N=C(Cl)N=1. Product: [Cl:1][C:2]1[N:10]=[CH:9][C:8]([F:11])=[CH:7][C:3]=1[C:4]#[N:6]. The catalyst class is: 3. (2) Reactant: [CH:1]1([NH:4][C:5]([N:7]2[C:15]3[C:10](=[CH:11][C:12]([O:16][C:17]4[CH:22]=[CH:21][N:20]=[C:19]([NH2:23])[CH:18]=4)=[CH:13][CH:14]=3)[CH:9]=[CH:8]2)=[O:6])[CH2:3][CH2:2]1.[Cl:24][CH2:25][CH2:26][N:27]=[C:28]=[O:29]. Product: [CH:1]1([NH:4][C:5]([N:7]2[C:15]3[C:10](=[CH:11][C:12]([O:16][C:17]4[CH:22]=[CH:21][N:20]=[C:19]([NH:23][C:28]([NH:27][CH2:26][CH2:25][Cl:24])=[O:29])[CH:18]=4)=[CH:13][CH:14]=3)[CH:9]=[CH:8]2)=[O:6])[CH2:3][CH2:2]1. The catalyst class is: 7.